This data is from Drug-target binding data from BindingDB using IC50 measurements. The task is: Regression. Given a target protein amino acid sequence and a drug SMILES string, predict the binding affinity score between them. We predict pIC50 (pIC50 = -log10(IC50 in M); higher means more potent). Dataset: bindingdb_ic50. (1) The compound is O=c1cc(-c2ccccc2)oc2cc(O)c(O)c(O)c12. The target protein (P10253) has sequence MGVRHPPCSHRLLAVCALVSLATAALLGHILLHDFLLVPRELSGSSPVLEETHPAHQQGASRPGPRDAQAHPGRPRAVPTQCDVPPNSRFDCAPDKAITQEQCEARGCCYIPAKQGLQGAQMGQPWCFFPPSYPSYKLENLSSSEMGYTATLTRTTPTFFPKDILTLRLDVMMETENRLHFTIKDPANRRYEVPLETPHVHSRAPSPLYSVEFSEEPFGVIVRRQLDGRVLLNTTVAPLFFADQFLQLSTSLPSQYITGLAEHLSPLMLSTSWTRITLWNRDLAPTPGANLYGSHPFYLALEDGGSAHGVFLLNSNAMDVVLQPSPALSWRSTGGILDVYIFLGPEPKSVVQQYLDVVGYPFMPPYWGLGFHLCRWGYSSTAITRQVVENMTRAHFPLDVQWNDLDYMDSRRDFTFNKDGFRDFPAMVQELHQGGRRYMMIVDPAISSSGPAGSYRPYDEGLRRGVFITNETGQPLIGKVWPGSTAFPDFTNPTALAWWE.... The pIC50 is 3.3. (2) The drug is O=C(Nc1cccc(C(=O)O)c1)Nc1ccc2c(C(=O)c3ccccc3)c(O)n(O)c2c1. The target protein (Q9QLI9) has sequence MDTFITKNFQTTIIQKAKNTMAEFSEDPELQPAVLFNICVHLEVCYVISDMNFLDEEGKTYTALEGQGKEQNLRPQYEVIEGMPRNIAWMVQRSLAQEHGIETPRYLADLFDYKTKRFIEVGITKGLADDYFWKKKEKLGNSMELMIFSYNQDYSLSDESSLDEEGKGRVLSRLTELQAELSLKNLWQVLIGEEEIEKGIDFKLGQTISKLRNISVPAGFSNFEGMRSYIDNIDPKGAIERNLARMSPLVSVTPKKLKWEDLRPIGPHIYNHELPEVPYNAFLLMSDELGLANMTEGKSKKPKTLAKECLERYSTLRDQTDPILIMKSEKANENFLWRLWRDCVNTISNEETGNELQKTNYAKWATGDGLTYQKIMKEVAIDDETMYQEEPKIPNKCRVAAWVQAEMNLLSTLTSKRALDLPEIGPDVAPVEHVGSERRKYFVNEINYCKASTVMMKYVLFHTSLLNESNASMGKYKVIPITNRVVNEKGESFDMLYGLA.... The pIC50 is 5.2. (3) The compound is O=c1[nH]c2ccc(Nc3ccc([N+](=O)[O-])cc3C(F)(F)F)cc2[nH]1. The pIC50 is 3.5. The target protein (P41182) has sequence MASPADSCIQFTRHASDVLLNLNRLRSRDILTDVVIVVSREQFRAHKTVLMACSGLFYSIFTDQLKCNLSVINLDPEINPEGFCILLDFMYTSRLNLREGNIMAVMATAMYLQMEHVVDTCRKFIKASEAEMVSAIKPPREEFLNSRMLMPQDIMAYRGREVVENNLPLRSAPGCESRAFAPSLYSGLSTPPASYSMYSHLPVSSLLFSDEEFRDVRMPVANPFPKERALPCDSARPVPGEYSRPTLEVSPNVCHSNIYSPKETIPEEARSDMHYSVAEGLKPAAPSARNAPYFPCDKASKEEERPSSEDEIALHFEPPNAPLNRKGLVSPQSPQKSDCQPNSPTESCSSKNACILQASGSPPAKSPTDPKACNWKKYKFIVLNSLNQNAKPEGPEQAELGRLSPRAYTAPPACQPPMEPENLDLQSPTKLSASGEDSTIPQASRLNNIVNRSMTGSPRSSSESHSPLYMHPPKCTSCGSQSPQHAEMCLHTAGPTFPEE.... (4) The pIC50 is 5.9. The target protein (Q05469) has sequence MEPGSKSVSRSDWQPEPHQRPITPLEPGPEKTPIAQPESKTLQGSNTQQKPASNQRPLTQQETPAQHDAESQKEPRAQQKSASQEEFLAPQKPAPQQSPYIQRVLLTQQEAASQQGPGLGKESITQQEPALRQRHVAQPGPGPGEPPPAQQEAESTPAAQAKPGAKREPSAPTESTSQETPEQSDKQTTPVQGAKSKQGSLTELGFLTKLQELSIQRSALEWKALSEWVTDSESESDVGSSSDTDSPATMGGMVAQGVKLGFKGKSGYKVMSGYSGTSPHEKTSARNHRHYQDTASRLIHNMDLRTMTQSLVTLAEDNIAFFSSQGPGETAQRLSGVFAGVREQALGLEPALGRLLGVAHLFDLDPETPANGYRSLVHTARCCLAHLLHKSRYVASNRRSIFFRTSHNLAELEAYLAALTQLRALVYYAQRLLVTNRPGVLFFEGDEGLTADFLREYVTLHKGCFYGRCLGFQFTPAIRPFLQTISIGLVSFGEHYKRNE.... The small molecule is CN(C(=O)Oc1ccc(Nc2ccc(C(F)(F)F)cn2)cc1)c1ccccc1.